Dataset: CYP3A4 inhibition data for predicting drug metabolism from PubChem BioAssay. Task: Regression/Classification. Given a drug SMILES string, predict its absorption, distribution, metabolism, or excretion properties. Task type varies by dataset: regression for continuous measurements (e.g., permeability, clearance, half-life) or binary classification for categorical outcomes (e.g., BBB penetration, CYP inhibition). Dataset: cyp3a4_veith. (1) The result is 1 (inhibitor). The molecule is Cc1cccc(NC(=O)C23CCC(C)(C2Br)C3(C)C)c1. (2) The drug is O=C1c2ccccc2[C@@H]([C@@H]2c3ccccc3C(=O)c3cc(Br)ccc32)c2ccc(Br)cc21. The result is 0 (non-inhibitor). (3) The compound is CCC(CC)C(=O)Nc1c2cnn(-c3ccccc3)c2nc(=O)n1-c1ccccc1. The result is 0 (non-inhibitor). (4) The compound is CCC/C=C(\CCC)C(NC(=O)c1ccc(C(F)(F)F)cc1)c1ccccc1. The result is 1 (inhibitor). (5) The drug is Oc1ccc2c3c1O[C@H]1[C@@H](O)CC[C@]4(O)[C@H](C2)N(CC2CCC2)CC[C@@]314. The result is 0 (non-inhibitor). (6) The drug is COCCn1c(=O)c(-c2ccc(Cl)cc2)nc2cnc(OCc3ccccc3)nc21. The result is 1 (inhibitor).